From a dataset of Forward reaction prediction with 1.9M reactions from USPTO patents (1976-2016). Predict the product of the given reaction. (1) Given the reactants [C:1]([C:5]1[CH:10]=[CH:9][C:8]([S:11]([NH:14][C:15]2[CH:16]=[C:17]3[C:21](=[CH:22][CH:23]=2)[NH:20][C:19]([C:24]([OH:26])=O)=[C:18]3[C:27]2[CH:32]=[CH:31][CH:30]=[CH:29][CH:28]=2)(=[O:13])=[O:12])=[CH:7][CH:6]=1)([CH3:4])([CH3:3])[CH3:2].[NH2:33][CH2:34][CH:35]([OH:37])[CH3:36], predict the reaction product. The product is: [OH:37][CH:35]([CH3:36])[CH2:34][NH:33][C:24]([C:19]1[NH:20][C:21]2[C:17]([C:18]=1[C:27]1[CH:32]=[CH:31][CH:30]=[CH:29][CH:28]=1)=[CH:16][C:15]([NH:14][S:11]([C:8]1[CH:9]=[CH:10][C:5]([C:1]([CH3:3])([CH3:4])[CH3:2])=[CH:6][CH:7]=1)(=[O:12])=[O:13])=[CH:23][CH:22]=2)=[O:26]. (2) Given the reactants Cl.[CH3:2][C:3]1[C:4]([C:19]([F:22])([F:21])[F:20])=[CH:5][C:6]2[NH:10][C:9](=[O:11])[N:8]([CH:12]3[CH2:17][CH2:16][NH:15][CH2:14][CH2:13]3)[C:7]=2[CH:18]=1.[O:23]1[CH2:28][CH2:27][C:26](=O)[CH2:25][CH2:24]1.C(O[BH-](OC(=O)C)OC(=O)C)(=O)C.[Na+], predict the reaction product. The product is: [CH3:2][C:3]1[C:4]([C:19]([F:20])([F:22])[F:21])=[CH:5][C:6]2[NH:10][C:9](=[O:11])[N:8]([CH:12]3[CH2:13][CH2:14][N:15]([CH:26]4[CH2:27][CH2:28][O:23][CH2:24][CH2:25]4)[CH2:16][CH2:17]3)[C:7]=2[CH:18]=1. (3) Given the reactants [C:1]([O:5][C:6]([NH:8][C@H:9]([C:17]([OH:19])=O)[CH2:10][C:11]1[CH:12]=[N:13][CH:14]=[CH:15][CH:16]=1)=[O:7])([CH3:4])([CH3:3])[CH3:2].CCN(C(C)C)C(C)C.CCOC(C(C#N)=NOC(N1CCOCC1)=[N+](C)C)=O.F[P-](F)(F)(F)(F)F.Cl.[CH3:57][O:58][C:59]1[C:67]2[O:66][C:65]([CH3:69])([CH3:68])[CH2:64][C:63]=2[C:62]([C:70]2[CH2:71][C:72]([CH3:84])([CH3:83])[C:73](=[O:82])[N:74]([CH:76]3[CH2:81][CH2:80][NH:79][CH2:78][CH2:77]3)[N:75]=2)=[CH:61][CH:60]=1.C(=O)(O)[O-].[Na+], predict the reaction product. The product is: [CH3:57][O:58][C:59]1[C:67]2[O:66][C:65]([CH3:68])([CH3:69])[CH2:64][C:63]=2[C:62]([C:70]2[CH2:71][C:72]([CH3:84])([CH3:83])[C:73](=[O:82])[N:74]([CH:76]3[CH2:81][CH2:80][N:79]([C:17](=[O:19])[C@@H:9]([NH:8][C:6](=[O:7])[O:5][C:1]([CH3:2])([CH3:3])[CH3:4])[CH2:10][C:11]4[CH:12]=[N:13][CH:14]=[CH:15][CH:16]=4)[CH2:78][CH2:77]3)[N:75]=2)=[CH:61][CH:60]=1.